From a dataset of Full USPTO retrosynthesis dataset with 1.9M reactions from patents (1976-2016). Predict the reactants needed to synthesize the given product. (1) The reactants are: Br[C:2]1[CH:3]=[C:4]([CH:8]2[CH2:17][C:16]([CH3:19])([CH3:18])[C:15]3[C:10](=[CH:11][CH:12]=[C:13]([Cl:20])[CH:14]=3)[NH:9]2)[CH:5]=[CH:6][CH:7]=1.[NH2:21][C:22]([CH3:27])([CH3:26])[C:23]([OH:25])=[O:24].C(=O)([O-])[O-].[K+].[K+]. Given the product [Cl:20][C:13]1[CH:14]=[C:15]2[C:10](=[CH:11][CH:12]=1)[NH:9][CH:8]([C:4]1[CH:3]=[C:2]([NH:21][C:22]([CH3:27])([CH3:26])[C:23]([OH:25])=[O:24])[CH:7]=[CH:6][CH:5]=1)[CH2:17][C:16]2([CH3:19])[CH3:18], predict the reactants needed to synthesize it. (2) Given the product [CH3:42][N:22]([CH3:21])[CH2:23][CH2:24][CH2:25][O:26][C:27]1[CH:32]=[CH:31][C:30]([C:2]2[CH:3]=[C:4]3[C:14]4[C:9](=[CH:10][N:11]=[C:12]([C:15]5[CH:16]=[N:17][CH:18]=[CH:19][CH:20]=5)[CH:13]=4)[NH:8][C:5]3=[N:6][CH:7]=2)=[CH:29][CH:28]=1, predict the reactants needed to synthesize it. The reactants are: Br[C:2]1[CH:3]=[C:4]2[C:14]3[C:9](=[CH:10][N:11]=[C:12]([C:15]4[CH:16]=[N:17][CH:18]=[CH:19][CH:20]=4)[CH:13]=3)[NH:8][C:5]2=[N:6][CH:7]=1.[CH3:21][N:22]([CH3:42])[CH2:23][CH2:24][CH2:25][O:26][C:27]1[CH:32]=[CH:31][C:30](B2OC(C)(C)C(C)(C)O2)=[CH:29][CH:28]=1.C(=O)([O-])[O-].[Cs+].[Cs+]. (3) Given the product [C:29]([O:28][C:26]([N:18]1[CH2:21][CH2:20][C@H:19]1[C:22]([OH:24])=[O:23])=[O:27])([CH3:32])([CH3:31])[CH3:30], predict the reactants needed to synthesize it. The reactants are: C[O-].[Li+].CO.[N+](C1C=CC=CC=1S([N:18]1[CH2:21][CH2:20][C@H:19]1[C:22]([OH:24])=[O:23])(=O)=O)([O-])=O.Cl.[C:26](O[C:26]([O:28][C:29]([CH3:32])([CH3:31])[CH3:30])=[O:27])([O:28][C:29]([CH3:32])([CH3:31])[CH3:30])=[O:27]. (4) The reactants are: [Br:1][C:2]1[CH:3]=[CH:4][C:5]([CH2:8][C:9]#[N:10])=[N:6][CH:7]=1.Br[CH2:12][CH2:13][CH2:14][CH2:15][CH2:16]Br. Given the product [Br:1][C:2]1[CH:3]=[CH:4][C:5]([C:8]2([C:9]#[N:10])[CH2:16][CH2:15][CH2:14][CH2:13][CH2:12]2)=[N:6][CH:7]=1, predict the reactants needed to synthesize it. (5) Given the product [CH3:21][C:22]1[CH:30]=[CH:29][CH:28]=[C:27]([CH3:31])[C:23]=1[C:24]([N:13]1[CH2:14][CH:15]2[CH:11]([CH2:10][N:9]([C:4]3[N:5]=[C:6]([CH3:8])[CH:7]=[C:2]([CH3:1])[N:3]=3)[CH2:16]2)[CH2:12]1)=[O:25], predict the reactants needed to synthesize it. The reactants are: [CH3:1][C:2]1[CH:7]=[C:6]([CH3:8])[N:5]=[C:4]([N:9]2[CH2:16][CH:15]3[CH:11]([CH2:12][NH:13][CH2:14]3)[CH2:10]2)[N:3]=1.CC(O)=O.[CH3:21][C:22]1[CH:30]=[CH:29][CH:28]=[C:27]([CH3:31])[C:23]=1[C:24](O)=[O:25].